From a dataset of Full USPTO retrosynthesis dataset with 1.9M reactions from patents (1976-2016). Predict the reactants needed to synthesize the given product. (1) Given the product [Cl:1][CH2:2][C:3]([N:6]1[CH2:11][CH2:10][O:9][CH2:8][CH2:7]1)=[O:4], predict the reactants needed to synthesize it. The reactants are: [Cl:1][CH2:2][C:3](Cl)=[O:4].[NH:6]1[CH2:11][CH2:10][O:9][CH2:8][CH2:7]1.CCN(CC)CC. (2) Given the product [Cl:15][C:11]1[C:12]([CH3:14])=[CH:13][C:8]2[N:7]=[C:25]([C:27]3[CH:32]=[CH:31][N:30]=[C:29]([C:33]4[CH:38]=[CH:37][N:36]=[C:35]([CH3:39])[CH:34]=4)[CH:28]=3)[CH2:24][C:23](=[O:40])[NH:16][C:9]=2[CH:10]=1, predict the reactants needed to synthesize it. The reactants are: C(OC(=O)[NH:7][C:8]1[CH:13]=[C:12]([CH3:14])[C:11]([Cl:15])=[CH:10][C:9]=1[NH2:16])(C)(C)C.C(O[C:23](=[O:40])[CH2:24][C:25]([C:27]1[CH:32]=[CH:31][N:30]=[C:29]([C:33]2[CH:38]=[CH:37][N:36]=[C:35]([CH3:39])[CH:34]=2)[CH:28]=1)=O)(C)(C)C. (3) The reactants are: [CH3:1][C:2]1([C:12]2[CH:17]=[CH:16][C:15]([O:18][CH2:19][C:20]3[C:29]4[C:24](=[CH:25][CH:26]=[CH:27][CH:28]=4)[N:23]=[C:22]([CH3:30])[CH:21]=3)=[CH:14][CH:13]=2)[CH2:6][CH2:5][N:4]([CH2:7][C:8](=O)[CH3:9])[C:3]1=[O:11].[C:31](=[O:34])([O-])[O-].[NH4+:35].[NH4+:36].[C-]#N.[K+].C[CH2:41][OH:42]. Given the product [CH3:9][C:8]1([CH2:7][N:4]2[CH2:5][CH2:6][C:2]([CH3:1])([C:12]3[CH:17]=[CH:16][C:15]([O:18][CH2:19][C:20]4[C:29]5[C:24](=[CH:25][CH:26]=[CH:27][CH:28]=5)[N:23]=[C:22]([CH3:30])[CH:21]=4)=[CH:14][CH:13]=3)[C:3]2=[O:11])[NH:36][C:41](=[O:42])[NH:35][C:31]1=[O:34], predict the reactants needed to synthesize it. (4) Given the product [Br:3][C:4]1[CH:5]=[N+:6]([O-:14])[CH:7]=[C:8]([C:10]([NH:1][NH2:2])=[O:11])[CH:9]=1, predict the reactants needed to synthesize it. The reactants are: [NH2:1][NH2:2].[Br:3][C:4]1[CH:5]=[N+:6]([O-:14])[CH:7]=[C:8]([C:10](OC)=[O:11])[CH:9]=1. (5) Given the product [F:38][C:39]1[CH:40]=[C:41]([C:23]2[CH:28]=[CH:27][C:26]([C:2]3[C:11]4[C:6](=[CH:7][C:8]([S:12]([NH:15][C:16]5[CH:21]=[CH:20][N:19]=[CH:18][N:17]=5)(=[O:14])=[O:13])=[CH:9][CH:10]=4)[CH:5]=[CH:4][N:3]=3)=[CH:25][CH:24]=2)[CH:42]=[CH:43][CH:44]=1, predict the reactants needed to synthesize it. The reactants are: Cl[C:2]1[C:11]2[C:6](=[CH:7][C:8]([S:12]([NH:15][C:16]3[CH:21]=[CH:20][N:19]=[CH:18][N:17]=3)(=[O:14])=[O:13])=[CH:9][CH:10]=2)[CH:5]=[CH:4][N:3]=1.Cl[C:23]1[CH:28]=[CH:27][C:26](B(O)O)=[CH:25][CH:24]=1.C(=O)([O-])[O-].[K+].[K+].[F:38][C:39]1[CH:40]=[C:41](B(O)O)[CH:42]=[CH:43][CH:44]=1.C1(P(C2CCCCC2)C2C=CC=CC=2C2C(OC)=CC=CC=2OC)CCCCC1. (6) Given the product [NH2:1][C:4]1[CH:11]=[CH:10][CH:9]=[C:8]([O:12][C:13]2[CH:18]=[CH:17][CH:16]=[CH:15][CH:14]=2)[C:5]=1[C:6]#[N:7], predict the reactants needed to synthesize it. The reactants are: [N+:1]([C:4]1[CH:11]=[CH:10][CH:9]=[C:8]([O:12][C:13]2[CH:18]=[CH:17][CH:16]=[CH:15][CH:14]=2)[C:5]=1[C:6]#[N:7])([O-])=O.Cl.